Dataset: Forward reaction prediction with 1.9M reactions from USPTO patents (1976-2016). Task: Predict the product of the given reaction. (1) Given the reactants Cl.[CH3:2][O:3][C:4](=[O:8])[C@H:5]([CH3:7])[NH2:6].Cl.C(N=C=NCCCN(C)C)C.ON1C2N=CC=CC=2N=N1.N1C(C)=CC=CC=1C.[Br:39][C:40]1[N:41]([C:50]2[C:59]3[C:54](=[CH:55][CH:56]=[CH:57][CH:58]=3)[C:53]([CH:60]3[CH2:62][CH2:61]3)=[CH:52][CH:51]=2)[C:42]([S:45][CH2:46][C:47](O)=[O:48])=[N:43][N:44]=1, predict the reaction product. The product is: [Br:39][C:40]1[N:41]([C:50]2[C:59]3[C:54](=[CH:55][CH:56]=[CH:57][CH:58]=3)[C:53]([CH:60]3[CH2:62][CH2:61]3)=[CH:52][CH:51]=2)[C:42]([S:45][CH2:46][C:47]([NH:6][CH:5]([CH3:7])[C:4]([O:3][CH3:2])=[O:8])=[O:48])=[N:43][N:44]=1. (2) Given the reactants P(Cl)(Cl)(Cl)(Cl)Cl.[N:7]1([C:12]2[CH:17]=[CH:16][C:15]([C:18]([NH:20][CH:21]3[CH2:26][CH2:25][CH:24]([O:27][C:28](=[O:30])[CH3:29])[CH2:23][CH:22]3[C:31]3[CH:36]=[CH:35][C:34]([O:37][CH3:38])=[C:33]([O:39][CH2:40][CH3:41])[CH:32]=3)=O)=[CH:14][CH:13]=2)[CH:11]=[CH:10][N:9]=[CH:8]1.C(N(CC)CC)C.C(=O)([O-])O.[Na+], predict the reaction product. The product is: [CH2:40]([O:39][C:33]1[CH:32]=[C:31]2[C:36]([C:18]([C:15]3[CH:16]=[CH:17][C:12]([N:7]4[CH:11]=[CH:10][N:9]=[CH:8]4)=[CH:13][CH:14]=3)=[N:20][CH:21]3[CH:22]2[CH2:23][CH:24]([O:27][C:28](=[O:30])[CH3:29])[CH2:25][CH2:26]3)=[CH:35][C:34]=1[O:37][CH3:38])[CH3:41]. (3) Given the reactants [CH3:1][C@H:2]([C:15]([OH:17])=[O:16])[C:3]1[CH:4]=[CH:5][C:6]2[CH:7]=[C:8]([O:13][CH3:14])[CH:9]=[CH:10][C:11]=2[CH:12]=1.[CH3:18][C:19]12[CH2:28][C:26]3([NH2:29])[CH2:27][CH:21]([CH2:22][C:23]([CH3:30])([CH2:25]3)[CH2:24]1)[CH2:20]2, predict the reaction product. The product is: [CH3:30][C:23]12[CH2:25][C:26]3([NH2:29])[CH2:27][CH:21]([CH2:20][C:19]([CH3:18])([CH2:28]3)[CH2:24]1)[CH2:22]2.[CH3:1][C@H:2]([C:15]([OH:17])=[O:16])[C:3]1[CH:4]=[CH:5][C:6]2[CH:7]=[C:8]([O:13][CH3:14])[CH:9]=[CH:10][C:11]=2[CH:12]=1. (4) Given the reactants [F:1][C:2]1[C:10]([CH:11]=[O:12])=[CH:9][CH:8]=[C:7]2[C:3]=1[CH:4]=[N:5][NH:6]2.[Cl:13][C:14]1[CH:21]=[CH:20][C:17]([CH2:18]Br)=[C:16]([C:22]([F:25])([F:24])[F:23])[CH:15]=1, predict the reaction product. The product is: [Cl:13][C:14]1[CH:21]=[CH:20][C:17]([CH2:18][N:6]2[C:7]3[C:3](=[C:2]([F:1])[C:10]([CH:11]=[O:12])=[CH:9][CH:8]=3)[CH:4]=[N:5]2)=[C:16]([C:22]([F:23])([F:24])[F:25])[CH:15]=1. (5) Given the reactants Cl[CH2:2][C:3]1[N:4]=[C:5]([C:11]2[CH:16]=[CH:15][CH:14]=[CH:13][CH:12]=2)[O:6][C:7]=1[CH2:8][CH2:9][CH3:10].S([O-])([O-])(=O)=O.[Na+].[Na+].[C:24](=[O:27])([O-])[O-].[K+].[K+].CN(C)[CH:32]=[O:33], predict the reaction product. The product is: [C:11]1([C:5]2[O:6][C:7]([CH2:8][CH2:9][CH3:10])=[C:3]([CH2:2][O:33][C:32]3[CH:9]=[CH:8][C:7]([CH:24]=[O:27])=[CH:3][CH:2]=3)[N:4]=2)[CH:16]=[CH:15][CH:14]=[CH:13][CH:12]=1. (6) Given the reactants [F:1][C:2]1[CH:7]=[CH:6][C:5]([C:8]2[CH2:12][C:11]([C:17]3[CH:22]=[C:21]([Cl:23])[C:20]([Cl:24])=[C:19]([Cl:25])[CH:18]=3)([C:13]([F:16])([F:15])[F:14])[O:10][N:9]=2)=[CH:4][C:3]=1[CH2:26][NH2:27].[CH:28]1([C:31](Cl)=[O:32])[CH2:30][CH2:29]1, predict the reaction product. The product is: [F:1][C:2]1[CH:7]=[CH:6][C:5]([C:8]2[CH2:12][C:11]([C:17]3[CH:22]=[C:21]([Cl:23])[C:20]([Cl:24])=[C:19]([Cl:25])[CH:18]=3)([C:13]([F:16])([F:14])[F:15])[O:10][N:9]=2)=[CH:4][C:3]=1[CH2:26][NH:27][C:31]([CH:28]1[CH2:30][CH2:29]1)=[O:32].